Predict the reactants needed to synthesize the given product. From a dataset of Full USPTO retrosynthesis dataset with 1.9M reactions from patents (1976-2016). Given the product [F:26][C:27]1[CH:32]=[CH:31][CH:30]=[CH:29][C:28]=1[N:33]1[C:5]([C:7]2[C:12](=[O:13])[CH:11]=[CH:10][N:9]([C:14]3[CH:15]=[C:16]([CH:22]=[CH:23][CH:24]=3)[C:17]([N:19]([CH3:21])[CH3:20])=[O:18])[N:8]=2)=[CH:4][CH:3]=[N:2]1, predict the reactants needed to synthesize it. The reactants are: C[N:2](C)/[CH:3]=[CH:4]/[C:5]([C:7]1[C:12](=[O:13])[CH:11]=[CH:10][N:9]([C:14]2[CH:15]=[C:16]([CH:22]=[CH:23][CH:24]=2)[C:17]([N:19]([CH3:21])[CH3:20])=[O:18])[N:8]=1)=O.[F:26][C:27]1[CH:32]=[CH:31][CH:30]=[CH:29][C:28]=1[NH:33]N.